This data is from Experimentally validated miRNA-target interactions with 360,000+ pairs, plus equal number of negative samples. The task is: Binary Classification. Given a miRNA mature sequence and a target amino acid sequence, predict their likelihood of interaction. (1) The miRNA is mmu-miR-132-3p with sequence UAACAGUCUACAGCCAUGGUCG. The protein sequence of the target gene is MGVQGFQEFLEKRCPGAVVPVDLLKLARTVSRQQQQQHLHRQLPPAALAPGAPRITRGSAPLPPPPLPPAAFGAYSGGAGPSRHHHPAHHFHHHGQAPPGLHPPPPPPLPGARVLVDAGSALPRLYGGYQTDWVCGGQWNAMLGYLSALCQACAYPGGDGLELVVMFPGGLGKDRLAEWGRRCQAERQTAQLIVGHVGNKGTPPPRAWFLPPACLSHCVRLALIRFRVKVFQSLEDHHLEVVAFFRENGFHGLLAHDSEYALYNIPSYYSSHALKLSWNGKNLTTNQFLMQEVAKQLGLK.... Result: 0 (no interaction). (2) The miRNA is hsa-miR-548e-5p with sequence CAAAAGCAAUCGCGGUUUUUGC. The protein sequence of the target gene is MNVMLENYKNLVFLAGIAVSKQDPITSLEQEKEPWNMKICEMVDESPAMCSSFTRDLWPEQDIKDSFQQVILRRHGKCEHENLQLRKGSANVVECKVYKKGYELNQCLTTTQSKIFPCDKYIKVFHKIFNSNRHKTRHTGEKPFKCKKCDESFCMLLHLHQHKRIHIRENSYQCEECDKVFKRFSTLTRHKRVHTGEKPFKCEECGKAFKHSSTLTTHKMIHTGEKPYRCEECGKAFYHSSHLTTHKVIHTGEKPFKCEECGKAFNHPSALTTHKFIHVKEKPYKCEECDKAFNRFSYLT.... Result: 0 (no interaction). (3) Result: 1 (interaction). The miRNA is mmu-miR-1199-5p with sequence UCUGAGUCCCGGUCGCGCGG. The protein sequence of the target gene is MDLFHTPAGALDKLVAHNLHPAPEFTAAVRGALGSLNITLQQHRARGSQRPRVIRIAKGGAYARGTALRGGTDVELVIFLDCFQSFGDQKTCHSETLGAMRMLLESWGGHPGPGLTFEFSQSKASRILQFRLASADGEHWIDVSLVPAFDVLGQPRSGVKPTPNVYSSLLSSHCQAGEYSACFTEPRKNFVNTRPAKLKNLILLVKHWYHQVQTRAVRATLPPSYALELLTIFAWEQGCGKDSFSLAQGLRTVLALIQHSKYLCIFWTENYGFEDPAVGEFLRRQLKRPRPVILDPADPT....